From a dataset of Forward reaction prediction with 1.9M reactions from USPTO patents (1976-2016). Predict the product of the given reaction. (1) Given the reactants Br[C:2]1[N:21]=[C:20]([N:22]2[CH2:26][C@@H:25]([CH2:27][OH:28])[C@H:24]([OH:29])[CH2:23]2)[CH:19]=[CH:18][C:3]=1[C:4]([NH:6][C:7]1[CH:12]=[CH:11][C:10]([O:13][C:14]([F:17])([F:16])[F:15])=[CH:9][CH:8]=1)=[O:5].[F:30][C:31]1[CH:32]=[C:33](B(O)O)[CH:34]=[N:35][CH:36]=1, predict the reaction product. The product is: [F:30][C:31]1[CH:32]=[C:33]([C:19]2[C:20]([N:22]3[CH2:26][C@@H:25]([CH2:27][OH:28])[C@H:24]([OH:29])[CH2:23]3)=[N:21][CH:2]=[C:3]([C:4]([NH:6][C:7]3[CH:12]=[CH:11][C:10]([O:13][C:14]([F:17])([F:16])[F:15])=[CH:9][CH:8]=3)=[O:5])[CH:18]=2)[CH:34]=[N:35][CH:36]=1. (2) The product is: [F:1][C:2]1[CH:3]=[C:4]([CH:7]=[CH:8][C:9]=1[N:10]1[CH2:15][CH2:14][CH2:13][CH2:12][CH2:11]1)[CH2:5][NH:6][C:17]([NH:16][C:19]1[CH:28]=[CH:27][CH:26]=[C:25]2[C:20]=1[CH:21]=[C:22]([CH3:29])[N:23]=[CH:24]2)=[O:18]. Given the reactants [F:1][C:2]1[CH:3]=[C:4]([CH:7]=[CH:8][C:9]=1[N:10]1[CH2:15][CH2:14][CH2:13][CH2:12][CH2:11]1)[CH2:5][NH2:6].[N:16]([C:19]1[CH:28]=[CH:27][CH:26]=[C:25]2[C:20]=1[CH:21]=[C:22]([CH3:29])[N:23]=[CH:24]2)=[C:17]=[O:18].N(C1C=CC=C2C=1C=CN=C2)=C=O, predict the reaction product. (3) Given the reactants Cl[C:2]1[CH:7]=[CH:6][C:5]([Cl:8])=[CH:4][N:3]=1.C(N(C(C)C)CC)(C)C.[NH2:18][CH2:19][C:20]([NH2:23])([CH3:22])[CH3:21], predict the reaction product. The product is: [NH2:23][C:20]([CH3:22])([CH3:21])[CH2:19][NH:18][C:2]1[CH:7]=[CH:6][C:5]([Cl:8])=[CH:4][N:3]=1. (4) Given the reactants [CH2:1]([O:3][C:4](=[O:13])[CH2:5][C:6]1[CH:11]=[CH:10][C:9]([NH2:12])=[CH:8][CH:7]=1)[CH3:2].C(O)(=O)C.[CH2:18]([O:25][C:26]1[CH:33]=[C:32]([I:34])[CH:31]=[CH:30][C:27]=1[CH:28]=O)[CH2:19][CH2:20][CH2:21][CH2:22][CH2:23][CH3:24].C([BH3-])#N.[Na+], predict the reaction product. The product is: [CH2:18]([O:25][C:26]1[CH:33]=[C:32]([I:34])[CH:31]=[CH:30][C:27]=1[CH2:28][NH:12][C:9]1[CH:8]=[CH:7][C:6]([CH2:5][C:4]([O:3][CH2:1][CH3:2])=[O:13])=[CH:11][CH:10]=1)[CH2:19][CH2:20][CH2:21][CH2:22][CH2:23][CH3:24]. (5) The product is: [C:1]([NH:5][C:6]1[CH:11]=[CH:10][C:9]([NH:12][C:13]([CH:15]2[CH2:20][CH:19]([NH:21][C:22]3[N:27]=[C:26]([C:28]4[C:36]5[C:31](=[CH:32][CH:33]=[CH:34][CH:35]=5)[NH:30][CH:29]=4)[C:25]([Cl:37])=[CH:24][N:23]=3)[CH2:18][NH:17][CH2:16]2)=[O:14])=[CH:8][CH:7]=1)(=[O:4])[CH:2]=[CH2:3]. Given the reactants [C:1]([NH:5][C:6]1[CH:11]=[CH:10][C:9]([NH:12][C:13]([CH:15]2[CH2:20][CH:19]([NH:21][C:22]3[N:27]=[C:26]([C:28]4[C:36]5[C:31](=[CH:32][CH:33]=[CH:34][CH:35]=5)[NH:30][CH:29]=4)[C:25]([Cl:37])=[CH:24][N:23]=3)[CH2:18][N:17](C(OC(C)(C)C)=O)[CH2:16]2)=[O:14])=[CH:8][CH:7]=1)(=[O:4])[CH:2]=[CH2:3], predict the reaction product.